This data is from Full USPTO retrosynthesis dataset with 1.9M reactions from patents (1976-2016). The task is: Predict the reactants needed to synthesize the given product. (1) Given the product [CH3:26][N:10]1[C@:11]2([CH2:25][C:16]3=[N:17][CH:18]=[C:19]([C:21]([NH:31][C@H:32]4[CH2:37][C@@H:36]([C:38]5[C:43]([F:44])=[CH:42][CH:41]=[C:40]([F:45])[C:39]=5[F:46])[C@@H:35]([CH3:47])[N:34]([CH2:48][C:49]([F:52])([F:51])[F:50])[C:33]4=[O:53])=[O:22])[CH:20]=[C:15]3[CH2:14]2)[C:12](=[O:13])[NH:8][C:9]1=[O:27], predict the reactants needed to synthesize it. The reactants are: COC1C=CC(C[N:8]2[C:12](=[O:13])[C:11]3([CH2:25][C:16]4=[N:17][CH:18]=[C:19]([C:21](OC)=[O:22])[CH:20]=[C:15]4[CH2:14]3)[N:10]([CH3:26])[C:9]2=[O:27])=CC=1.Cl.[NH2:31][C@H:32]1[CH2:37][C@@H:36]([C:38]2[C:43]([F:44])=[CH:42][CH:41]=[C:40]([F:45])[C:39]=2[F:46])[C@@H:35]([CH3:47])[N:34]([CH2:48][C:49]([F:52])([F:51])[F:50])[C:33]1=[O:53].C1C=CC2N(O)N=NC=2C=1.C(Cl)CCl.C(N(CC)C(C)C)(C)C.C(=O)(O)[O-].[Na+]. (2) Given the product [C:1]([C:5]1[O:9][N:8]=[C:7]([NH:10][C:11](=[O:12])[NH:13][C:14]2[CH:15]=[C:16]([CH:17]=[CH:18][CH:19]=2)[O:20][C:21]2[C:30]3[C:25](=[CH:26][C:27]([O:33][C@H:39]4[CH2:35][CH2:36][N:37]([C:40]([O:42][C:43]([CH3:46])([CH3:45])[CH3:44])=[O:41])[CH2:38]4)=[C:28]([O:31][CH3:32])[CH:29]=3)[N:24]=[CH:23][N:22]=2)[CH:6]=1)([CH3:4])([CH3:2])[CH3:3], predict the reactants needed to synthesize it. The reactants are: [C:1]([C:5]1[O:9][N:8]=[C:7]([NH:10][C:11]([NH:13][C:14]2[CH:19]=[CH:18][CH:17]=[C:16]([O:20][C:21]3[C:30]4[C:25](=[CH:26][C:27]([OH:33])=[C:28]([O:31][CH3:32])[CH:29]=4)[N:24]=[CH:23][N:22]=3)[CH:15]=2)=[O:12])[CH:6]=1)([CH3:4])([CH3:3])[CH3:2].O[C@H:35]1[CH2:39][CH2:38][N:37]([C:40]([O:42][C:43]([CH3:46])([CH3:45])[CH3:44])=[O:41])[CH2:36]1.C1C=CC(P(C2C=CC=CC=2)C2C=CC=CC=2)=CC=1.N(C(OC(C)(C)C)=O)=NC(OC(C)(C)C)=O. (3) Given the product [NH3:1].[S:17]1[C:18]2[CH:24]=[CH:23][CH:22]=[CH:21][C:19]=2[N:20]=[C:16]1[C:3]1[C:4]([CH:7]2[CH2:8][CH2:9][NH:10][CH2:11][CH2:12]2)=[N:5][NH:6][C:2]=1[NH2:1], predict the reactants needed to synthesize it. The reactants are: [NH2:1][C:2]1[NH:6][N:5]=[C:4]([CH:7]2[CH2:12][CH2:11][N:10](C(=O)C)[CH2:9][CH2:8]2)[C:3]=1[C:16]1[S:17][C:18]2[CH:24]=[CH:23][CH:22]=[CH:21][C:19]=2[N:20]=1.[OH-].[Na+].[Na+].[Cl-]. (4) Given the product [Cl:1][C:2]1[N:11]=[CH:10][CH:9]=[C:8]2[C:3]=1[CH:4]=[C:5]([C:26]1[CH:27]=[CH:28][CH:29]=[CH:30][CH:31]=1)[C:6]([C:12]1[CH:17]=[CH:16][C:15]([C@H:18]([NH:19][S:20]([C:22]([CH3:25])([CH3:24])[CH3:23])=[O:21])[CH3:32])=[CH:14][CH:13]=1)=[N:7]2, predict the reactants needed to synthesize it. The reactants are: [Cl:1][C:2]1[N:11]=[CH:10][CH:9]=[C:8]2[C:3]=1[CH:4]=[C:5]([C:26]1[CH:31]=[CH:30][CH:29]=[CH:28][CH:27]=1)[C:6]([C:12]1[CH:17]=[CH:16][C:15](/[CH:18]=[N:19]/[S:20]([C:22]([CH3:25])([CH3:24])[CH3:23])=[O:21])=[CH:14][CH:13]=1)=[N:7]2.[CH3:32][Mg]Br. (5) Given the product [CH2:1]([CH:3]([CH2:9][C:10]1[CH:15]=[CH:14][C:13]([O:16][CH3:17])=[C:12]([CH2:18][NH:19][C:20](=[O:31])[C:21]2[CH:22]=[CH:23][C:24]([C:27]([F:29])([F:28])[F:30])=[CH:25][CH:26]=2)[CH:11]=1)[C:4]([OH:6])=[O:5])[CH3:2], predict the reactants needed to synthesize it. The reactants are: [CH2:1]([CH:3]([CH2:9][C:10]1[CH:15]=[CH:14][C:13]([O:16][CH3:17])=[C:12]([CH2:18][NH:19][C:20](=[O:31])[C:21]2[CH:26]=[CH:25][C:24]([C:27]([F:30])([F:29])[F:28])=[CH:23][CH:22]=2)[CH:11]=1)[C:4]([O:6]CC)=[O:5])[CH3:2].CO.[OH-].[Na+].Cl. (6) Given the product [Br:1][C:2]1[N:7]=[C:6]([NH2:8])[C:5]([O:9][CH3:10])=[CH:4][C:3]=1[Cl:11], predict the reactants needed to synthesize it. The reactants are: [Br:1][C:2]1[N:7]=[C:6]([NH2:8])[C:5]([O:9][CH3:10])=[CH:4][CH:3]=1.[Cl:11]N1C(=O)CCC1=O.